Dataset: Forward reaction prediction with 1.9M reactions from USPTO patents (1976-2016). Task: Predict the product of the given reaction. (1) Given the reactants [NH2:1][C@H:2]1[C:11]2[C:6](=[CH:7][CH:8]=[C:9]([O:12][CH3:13])[N:10]=2)[N:5]([C:14](=[O:16])[CH3:15])[C@@H:4]([CH:17]2[CH2:19][CH2:18]2)[C@@H:3]1[CH3:20].Br[C:22]1[CH:27]=[CH:26][CH:25]=[CH:24][CH:23]=1.CC(C)([O-])C.[Na+].CN(C1C(C2C(P(C3CCCCC3)C3CCCCC3)=CC=CC=2)=CC=CC=1)C, predict the reaction product. The product is: [CH:17]1([C@H:4]2[C@H:3]([CH3:20])[C@@H:2]([NH:1][C:22]3[CH:27]=[CH:26][CH:25]=[CH:24][CH:23]=3)[C:11]3[C:6](=[CH:7][CH:8]=[C:9]([O:12][CH3:13])[N:10]=3)[N:5]2[C:14](=[O:16])[CH3:15])[CH2:19][CH2:18]1. (2) Given the reactants [NH2:1][C:2]1[CH:3]=[C:4]([C:15]2[N:20]=[CH:19][C:18]([CH:21]=[C:22]3[S:26][C:25](=[O:27])[NH:24][C:23]3=[O:28])=[CH:17][CH:16]=2)[CH:5]=[C:6]([CH:9]2[CH2:14][CH2:13][CH2:12][CH2:11][CH2:10]2)[C:7]=1[OH:8].[Cl:29][C:30]([Cl:36])([Cl:35])[C:31](=N)OC, predict the reaction product. The product is: [CH:9]1([C:6]2[C:7]3[O:8][C:31]([C:30]([Cl:36])([Cl:35])[Cl:29])=[N:1][C:2]=3[CH:3]=[C:4]([C:15]3[N:20]=[CH:19][C:18]([CH:21]=[C:22]4[S:26][C:25](=[O:27])[NH:24][C:23]4=[O:28])=[CH:17][CH:16]=3)[CH:5]=2)[CH2:10][CH2:11][CH2:12][CH2:13][CH2:14]1. (3) Given the reactants Br[C:2]1[CH:14]=[N:13][C:12]2[C:11]3[CH:10]=[CH:9][C:8]([S:15]([CH3:18])(=[O:17])=[O:16])=[CH:7][C:6]=3[N:5]([CH:19]([CH:26]3[CH2:31][CH2:30][C:29]([F:33])([F:32])[CH2:28][CH2:27]3)[C:20]3[CH:25]=[CH:24][CH:23]=[CH:22][CH:21]=3)[C:4]=2[CH:3]=1.[CH3:34][N:35]1[C:39]([Sn](CCCC)(CCCC)CCCC)=[C:38]([CH3:53])[N:37]=[N:36]1.CCN(CC)CC, predict the reaction product. The product is: [F:32][C:29]1([F:33])[CH2:28][CH2:27][CH:26]([CH:19]([C:20]2[CH:21]=[CH:22][CH:23]=[CH:24][CH:25]=2)[N:5]2[C:6]3[CH:7]=[C:8]([S:15]([CH3:18])(=[O:16])=[O:17])[CH:9]=[CH:10][C:11]=3[C:12]3[N:13]=[CH:14][C:2]([C:39]4[N:35]([CH3:34])[N:36]=[N:37][C:38]=4[CH3:53])=[CH:3][C:4]2=3)[CH2:31][CH2:30]1. (4) Given the reactants C(OC(N1C[CH2:12][N:11]([C:14]2[C:15](=[O:33])[N:16]([CH2:29][CH:30]([CH3:32])[CH3:31])[N:17]=[C:18]([C:21]3[CH:26]=[CH:25][C:24](C)=[C:23](F)[CH:22]=3)[C:19]=2[CH3:20])[CH2:10]C1)=O)(C)(C)C.C1(CN2C(=O)C(C[O:46][S:47]([CH3:50])(=O)=[O:48])=CC(C3C=CC(S(C)(=O)=O)=CC=3)=N2)CC1.CNC, predict the reaction product. The product is: [CH:30]1([CH2:29][N:16]2[C:15](=[O:33])[C:14]([N:11]([CH3:10])[CH3:12])=[C:19]([CH3:20])[C:18]([C:21]3[CH:22]=[CH:23][C:24]([S:47]([CH3:50])(=[O:48])=[O:46])=[CH:25][CH:26]=3)=[N:17]2)[CH2:31][CH2:32]1. (5) Given the reactants [CH3:1][O:2][C:3]1[CH:4]=[C:5](B(O)O)[CH:6]=[CH:7][CH:8]=1.CO.[C:14]1([C:20]2[C@@H]3CC[C@H](C=2)[C:20]([C:14]2[CH:19]=C[CH:17]=[CH:16][CH:15]=2)=C3)[CH:19]=C[CH:17]=[CH:16][CH:15]=1.P([O-])([O-])([O-])=[O:35].[Na+].[Na+].[Na+], predict the reaction product. The product is: [CH3:1][O:2][C:3]1[CH:4]=[C:5]([C@@H:15]([CH2:16][CH3:17])[C@H:14]([CH3:20])[CH:19]=[O:35])[CH:6]=[CH:7][CH:8]=1. (6) Given the reactants Br[C:2]1[CH:3]=[CH:4][CH:5]=[C:6]2[C:10]=1[NH:9][CH:8]=[CH:7]2.[F:11][C:12]1[CH:17]=[CH:16][C:15](B(O)O)=[CH:14][CH:13]=1.C(=O)([O-])[O-].[Na+].[Na+], predict the reaction product. The product is: [F:11][C:12]1[CH:17]=[CH:16][C:15]([C:2]2[CH:3]=[CH:4][CH:5]=[C:6]3[C:10]=2[NH:9][CH:8]=[CH:7]3)=[CH:14][CH:13]=1. (7) The product is: [CH3:22][C:15]1([CH3:23])[CH:16]=[CH:17][C:18](=[O:19])[N:14]1[C:11]1[S:12][CH:13]=[C:9]([C:6]2[CH:7]=[CH:8][C:3]([C:1]#[N:2])=[CH:4][CH:5]=2)[N:10]=1. Given the reactants [C:1]([C:3]1[CH:8]=[CH:7][C:6]([C:9]2[N:10]=[C:11]([NH:14][C:15]([CH3:23])([CH3:22])/[CH:16]=[CH:17]/[C:18](OC)=[O:19])[S:12][CH:13]=2)=[CH:5][CH:4]=1)#[N:2].C[O-].[Na+], predict the reaction product. (8) The product is: [Cl:1][C:2]1[N:3]=[C:4]([N:19]2[CH2:24][CH2:23][O:22][CH2:21][CH2:20]2)[C:5]2[N:11]=[CH:10][C:9]([C:12]3[O:16][C:15]([CH:17]([OH:18])[CH3:25])=[CH:14][CH:13]=3)=[CH:8][C:6]=2[N:7]=1. Given the reactants [Cl:1][C:2]1[N:3]=[C:4]([N:19]2[CH2:24][CH2:23][O:22][CH2:21][CH2:20]2)[C:5]2[N:11]=[CH:10][C:9]([C:12]3[O:16][C:15]([CH:17]=[O:18])=[CH:14][CH:13]=3)=[CH:8][C:6]=2[N:7]=1.[CH2:25]1COCC1.C[Mg]Br.C(OCC)C, predict the reaction product. (9) Given the reactants [Cl:1][C:2]1[N:10]=[C:9]([CH3:11])[CH:8]=[CH:7][C:3]=1[C:4]([OH:6])=O.[NH2:12][C:13]1[CH:14]=[C:15]2[C:19](=[CH:20][CH:21]=1)[N:18]([C:22]([O:24][C:25]([CH3:28])([CH3:27])[CH3:26])=[O:23])[CH2:17][CH2:16]2.O.ON1C2C=CC=CC=2N=N1.CN(C)CCCN=C=NCC, predict the reaction product. The product is: [Cl:1][C:2]1[C:3]([C:4]([NH:12][C:13]2[CH:14]=[C:15]3[C:19](=[CH:20][CH:21]=2)[N:18]([C:22]([O:24][C:25]([CH3:28])([CH3:27])[CH3:26])=[O:23])[CH2:17][CH2:16]3)=[O:6])=[CH:7][CH:8]=[C:9]([CH3:11])[N:10]=1.